This data is from Catalyst prediction with 721,799 reactions and 888 catalyst types from USPTO. The task is: Predict which catalyst facilitates the given reaction. (1) Reactant: [H-].[Na+].[OH:3][CH2:4][CH2:5][N:6]1[CH2:10][CH2:9][CH2:8][CH2:7]1.[Cl:11][C:12]1[N:13]=[N:14][C:15](Cl)=[CH:16][CH:17]=1.O. Product: [Cl:11][C:12]1[N:13]=[N:14][C:15]([O:3][CH2:4][CH2:5][N:6]2[CH2:10][CH2:9][CH2:8][CH2:7]2)=[CH:16][CH:17]=1. The catalyst class is: 1. (2) Reactant: [N:1]1[C:10]2[C:5](=[CH:6][CH:7]=[CH:8][N:9]=2)[C:4]([CH:11]=[N:12]O)=[CH:3][CH:2]=1. Product: [N:1]1[C:10]2[C:5](=[CH:6][CH:7]=[CH:8][N:9]=2)[C:4]([CH2:11][NH2:12])=[CH:3][CH:2]=1. The catalyst class is: 29. (3) Reactant: [CH3:1][O:2][C:3](=[O:25])[CH:4]([N:11]1[CH2:16][CH2:15][N:14]([C:17]2[CH:22]=[CH:21][C:20]([NH2:23])=[CH:19][C:18]=2[Cl:24])[CH2:13][CH2:12]1)[C:5]1[CH:10]=[CH:9][CH:8]=[CH:7][CH:6]=1.[CH3:26][C:27]1[CH:35]=[CH:34][CH:33]=[CH:32][C:28]=1[C:29](O)=[O:30].C(Cl)CCl.C1C=CC2N(O)N=NC=2C=1.CN1CCOCC1. Product: [CH3:1][O:2][C:3](=[O:25])[CH:4]([N:11]1[CH2:12][CH2:13][N:14]([C:17]2[CH:22]=[CH:21][C:20]([NH:23][C:29](=[O:30])[C:28]3[CH:32]=[CH:33][CH:34]=[CH:35][C:27]=3[CH3:26])=[CH:19][C:18]=2[Cl:24])[CH2:15][CH2:16]1)[C:5]1[CH:10]=[CH:9][CH:8]=[CH:7][CH:6]=1. The catalyst class is: 2. (4) Reactant: [F:1][CH:2]([F:12])[C:3]1[C:7]([C:8](Cl)=[O:9])=[CH:6][N:5]([CH3:11])[N:4]=1.Cl.[Cl:14][C:15]1[CH:20]=[CH:19][C:18]([C:21]([C@@H:23]2[CH2:27][CH2:26][CH2:25][NH:24]2)=[O:22])=[CH:17][CH:16]=1.C(N(CC)CC)C. The catalyst class is: 4. Product: [Cl:14][C:15]1[CH:20]=[CH:19][C:18]([C:21]([C@@H:23]2[CH2:27][CH2:26][CH2:25][N:24]2[C:8]([C:7]2[C:3]([CH:2]([F:12])[F:1])=[N:4][N:5]([CH3:11])[CH:6]=2)=[O:9])=[O:22])=[CH:17][CH:16]=1. (5) Reactant: [BH4-].[Na+].[F:3][C:4]1[CH:37]=[CH:36][C:7]([CH2:8][NH:9][C:10](=[O:35])[C:11]2[CH:16]=[CH:15][C:14]([S:17]([N:20]3[C:28]4[C:23](=[CH:24][CH:25]=[CH:26][CH:27]=4)[C:22]([CH:29]4[CH2:33][CH2:32][C:31](=[O:34])[CH2:30]4)=[CH:21]3)(=[O:19])=[O:18])=[CH:13][CH:12]=2)=[CH:6][CH:5]=1.O. Product: [F:3][C:4]1[CH:5]=[CH:6][C:7]([CH2:8][NH:9][C:10](=[O:35])[C:11]2[CH:12]=[CH:13][C:14]([S:17]([N:20]3[C:28]4[C:23](=[CH:24][CH:25]=[CH:26][CH:27]=4)[C:22]([CH:29]4[CH2:33][CH2:32][CH:31]([OH:34])[CH2:30]4)=[CH:21]3)(=[O:18])=[O:19])=[CH:15][CH:16]=2)=[CH:36][CH:37]=1. The catalyst class is: 5. (6) Reactant: [CH3:1][O:2][C:3]1[CH:21]=[CH:20][C:6]([CH2:7][NH:8][C:9]([C:11]2[C:15]([NH:16][C:17]([NH2:19])=[O:18])=[CH:14][NH:13][N:12]=2)=[O:10])=[CH:5][CH:4]=1.C(=O)([O-])[O-].[Cs+].[Cs+].I[C:29]1[CH:34]=[CH:33][CH:32]=[CH:31][N:30]=1. Product: [CH3:1][O:2][C:3]1[CH:4]=[CH:5][C:6]([CH2:7][NH:8][C:9]([C:11]2[C:15]([NH:16][C:17]([NH2:19])=[O:18])=[CH:14][N:13]([C:29]3[CH:34]=[CH:33][CH:32]=[CH:31][N:30]=3)[N:12]=2)=[O:10])=[CH:20][CH:21]=1. The catalyst class is: 122. (7) The catalyst class is: 13. Reactant: [Br:1][C:2]1[CH:3]=[C:4]([O:11][Si](C(C)(C)C)(C)C)[CH:5]=[C:6]2[C:10]=1[NH:9][CH:8]=[CH:7]2.C(Cl)Cl.[F-].C([N+](CCCC)(CCCC)CCCC)CCC. Product: [Br:1][C:2]1[CH:3]=[C:4]([OH:11])[CH:5]=[C:6]2[C:10]=1[NH:9][CH:8]=[CH:7]2.